The task is: Predict the product of the given reaction.. This data is from Forward reaction prediction with 1.9M reactions from USPTO patents (1976-2016). Given the reactants [CH3:1][C:2]1([CH3:32])[N:6]([C:7]([O:9][C:10]([CH3:13])([CH3:12])[CH3:11])=[O:8])[C@@H:5]([CH2:14][C:15]2[CH:20]=[CH:19][C:18]([S:21][C:22]3[C:31]4[C:26](=[CH:27][CH:28]=[CH:29][CH:30]=4)[N:25]=[CH:24][CH:23]=3)=[CH:17][CH:16]=2)[CH2:4][O:3]1.C(O)(=O)C.ClC1C=CC=C(C(OO)=O)C=1.[OH-:48].[Na+].[OH2:50], predict the reaction product. The product is: [CH3:1][C:2]1([CH3:32])[N:6]([C:7]([O:9][C:10]([CH3:11])([CH3:12])[CH3:13])=[O:8])[C@@H:5]([CH2:14][C:15]2[CH:16]=[CH:17][C:18]([S:21]([C:22]3[C:31]4[C:26](=[CH:27][CH:28]=[CH:29][CH:30]=4)[N:25]=[CH:24][CH:23]=3)(=[O:50])=[O:48])=[CH:19][CH:20]=2)[CH2:4][O:3]1.